This data is from Blood-brain barrier penetration binary classification data from Martins et al.. The task is: Regression/Classification. Given a drug SMILES string, predict its absorption, distribution, metabolism, or excretion properties. Task type varies by dataset: regression for continuous measurements (e.g., permeability, clearance, half-life) or binary classification for categorical outcomes (e.g., BBB penetration, CYP inhibition). Dataset: bbb_martins. (1) The drug is C=CCC1(CC(C)C)C(=O)NC(=O)NC1=O. The result is 1 (penetrates BBB). (2) The drug is O=C(Cc1ccc(C(F)(F)F)cc1)N1CCCC[C@H]1CN1CCCC1. The result is 1 (penetrates BBB). (3) The molecule is CC1[C@H]2C(=O)c3ccc(O)cc3[C@]1(C)CCN2CC1CC1. The result is 1 (penetrates BBB). (4) The drug is NS(=O)(=O)c1ccc(N2C(=O)CC(c3ccccc3)C2=O)c(Cl)c1. The result is 1 (penetrates BBB). (5) The molecule is O=C1N=C(NC2CC2)OC1c1ccccc1. The result is 1 (penetrates BBB).